From a dataset of Peptide-MHC class I binding affinity with 185,985 pairs from IEDB/IMGT. Regression. Given a peptide amino acid sequence and an MHC pseudo amino acid sequence, predict their binding affinity value. This is MHC class I binding data. The binding affinity (normalized) is 0. The peptide sequence is DPPIPYSRV. The MHC is HLA-B07:02 with pseudo-sequence HLA-B07:02.